This data is from Forward reaction prediction with 1.9M reactions from USPTO patents (1976-2016). The task is: Predict the product of the given reaction. (1) Given the reactants [Cl:1][C:2]1[CH:7]=[C:6]([N:8]2[CH2:13][CH2:12][C:11](=O)[CH2:10][CH2:9]2)[CH:5]=[CH:4][N:3]=1.[C:15]([C:19]1[CH:20]=[C:21]([C:25]2[C:26]3[N:27]([N:31]=[C:32]([NH2:34])[N:33]=3)[CH:28]=[CH:29][CH:30]=2)[CH:22]=[CH:23][CH:24]=1)([CH3:18])([CH3:17])[CH3:16].NC1C=CC=C(Br)N=1.C(C1C=C(B(O)O)C=CC=1)(C)(C)C, predict the reaction product. The product is: [C:15]([C:19]1[CH:20]=[C:21]([C:25]2[C:26]3[N:27]([N:31]=[C:32]([NH:34][CH:11]4[CH2:12][CH2:13][N:8]([C:6]5[CH:5]=[CH:4][N:3]=[C:2]([Cl:1])[CH:7]=5)[CH2:9][CH2:10]4)[N:33]=3)[CH:28]=[CH:29][CH:30]=2)[CH:22]=[CH:23][CH:24]=1)([CH3:18])([CH3:16])[CH3:17]. (2) Given the reactants [NH2:1][C:2]1[CH:7]=[CH:6][C:5]([Cl:8])=[CH:4][C:3]=1[C:9]([C:11]1[CH:16]=[CH:15][N:14]=[CH:13][CH:12]=1)=[O:10].[C:17]1([C:27]2[CH:32]=[CH:31][CH:30]=[CH:29][CH:28]=2)[CH:22]=[CH:21][C:20]([S:23](Cl)(=[O:25])=[O:24])=[CH:19][CH:18]=1, predict the reaction product. The product is: [Cl:8][C:5]1[CH:6]=[CH:7][C:2]([NH:1][S:23]([C:20]2[CH:19]=[CH:18][C:17]([C:27]3[CH:32]=[CH:31][CH:30]=[CH:29][CH:28]=3)=[CH:22][CH:21]=2)(=[O:25])=[O:24])=[C:3]([C:9]([C:11]2[CH:16]=[CH:15][N:14]=[CH:13][CH:12]=2)=[O:10])[CH:4]=1. (3) The product is: [Cl:1][C:2]1[C:10]2[C:5](=[CH:6][CH:7]=[CH:8][CH:9]=2)[N:4]([C:29]2[CH:30]=[CH:31][C:26]([C:23](=[O:25])[CH3:24])=[CH:27][CH:28]=2)[C:3]=1[C:11]([N:13]1[CH2:14][CH2:15][CH2:16][CH2:17]1)=[O:12]. Given the reactants [Cl:1][C:2]1[C:10]2[C:5](=[CH:6][CH:7]=[CH:8][CH:9]=2)[NH:4][C:3]=1[C:11]([N:13]1[CH2:17][CH2:16][CH2:15][CH2:14]1)=[O:12].CN(C)C=O.[C:23]([C:26]1[CH:31]=[CH:30][C:29](B(O)O)=[CH:28][CH:27]=1)(=[O:25])[CH3:24].C(N(CC)C(C)C)(C)C, predict the reaction product.